This data is from Forward reaction prediction with 1.9M reactions from USPTO patents (1976-2016). The task is: Predict the product of the given reaction. The product is: [N:22]1([C:26]([NH:1][C:2]2[C:11]3[C:6](=[CH:7][CH:8]=[C:9]([O:12][CH3:13])[CH:10]=3)[N:5]=[CH:4][CH:3]=2)=[O:28])[CH:23]=[CH:24][N:25]=[CH:21]1. Given the reactants [NH2:1][C:2]1[C:11]2[C:6](=[CH:7][CH:8]=[C:9]([O:12][CH3:13])[CH:10]=2)[N:5]=[CH:4][CH:3]=1.C([C:21]1[NH:22][CH:23]=[CH:24][N:25]=1)([C:21]1[NH:22][CH:23]=[CH:24][N:25]=1)=O.[CH2:26]([OH:28])C, predict the reaction product.